From a dataset of Full USPTO retrosynthesis dataset with 1.9M reactions from patents (1976-2016). Predict the reactants needed to synthesize the given product. (1) Given the product [N+:1]([C:4]1[CH:5]=[CH:6][C:7]([O:8][CH2:9][C:10]2[O:12][N:25]=[C:19]([CH3:20])[N:18]=2)=[CH:13][CH:14]=1)([O-:3])=[O:2], predict the reactants needed to synthesize it. The reactants are: [N+:1]([C:4]1[CH:14]=[CH:13][C:7]([O:8][CH2:9][C:10]([OH:12])=O)=[CH:6][CH:5]=1)([O-:3])=[O:2].Cl.C([N:18](CC)[CH2:19][CH3:20])C.CC[N:25]=C=NCCCN(C)C.Cl.C(N(C(C)C)CC)(C)C. (2) Given the product [CH3:1][O:2][C:3]1[CH:4]=[CH:5][C:6]([C:9]2[CH:10]=[C:11]3[C:16](=[CH:17][CH:18]=2)[C:15](=[O:19])[CH:14]([CH2:29][C:30]([O:32][CH2:33][CH3:34])=[O:31])[CH2:13][CH2:12]3)=[CH:7][CH:8]=1, predict the reactants needed to synthesize it. The reactants are: [CH3:1][O:2][C:3]1[CH:8]=[CH:7][C:6]([C:9]2[CH:10]=[C:11]3[C:16](=[CH:17][CH:18]=2)[C:15](=[O:19])[CH2:14][CH2:13][CH2:12]3)=[CH:5][CH:4]=1.[Li+].CC([N-]C(C)C)C.Br[CH2:29][C:30]([O:32][CH2:33][CH3:34])=[O:31].CCCCCC.C(Cl)Cl. (3) Given the product [C:11]1([C:14]2[CH:19]=[CH:18][CH:17]=[CH:16][CH:15]=2)[CH:12]=[CH:13][C:8]([O:7][C:6]2[CH:20]=[CH:21][C:3]([OH:2])=[CH:4][CH:5]=2)=[CH:9][CH:10]=1, predict the reactants needed to synthesize it. The reactants are: C[O:2][C:3]1[CH:21]=[CH:20][C:6]([O:7][C:8]2[CH:13]=[CH:12][C:11]([C:14]3[CH:19]=[CH:18][CH:17]=[CH:16][CH:15]=3)=[CH:10][CH:9]=2)=[CH:5][CH:4]=1.B(Br)(Br)Br.O.ClCCl. (4) Given the product [CH2:1]([O:3][C:4](=[O:10])[CH2:5][C:6]1[C:21]2[C:20](=[CH:19][CH:18]=[C:17]([F:16])[CH:22]=2)[NH:23][C:7]=1[CH3:8])[CH3:2], predict the reactants needed to synthesize it. The reactants are: [CH2:1]([O:3][C:4](=[O:10])[CH2:5][CH2:6][C:7](=O)[CH3:8])[CH3:2].S(=O)(=O)(O)O.[F:16][C:17]1[CH:22]=[CH:21][C:20]([NH:23]N)=[CH:19][CH:18]=1. (5) Given the product [Cl:29][C:26]([F:27])([F:28])[C:16]1([C:18]2[CH:23]=[C:22]([Cl:24])[CH:21]=[C:20]([Cl:25])[CH:19]=2)[O:15][N:14]=[C:13]([C:10]2[CH:11]=[CH:12][C:7]([C:6]([OH:31])=[O:5])=[C:8]([CH3:30])[CH:9]=2)[CH2:17]1, predict the reactants needed to synthesize it. The reactants are: C([O:5][C:6](=[O:31])[C:7]1[CH:12]=[CH:11][C:10]([C:13]2[CH2:17][C:16]([C:26]([Cl:29])([F:28])[F:27])([C:18]3[CH:23]=[C:22]([Cl:24])[CH:21]=[C:20]([Cl:25])[CH:19]=3)[O:15][N:14]=2)=[CH:9][C:8]=1[CH3:30])(C)(C)C.FC(CC(O)=O)(F)F. (6) The reactants are: N(C(OC(C)C)=O)=NC(OC(C)C)=O.[C:15]([O:19][C:20]([NH:22][CH2:23][CH2:24][OH:25])=[O:21])([CH3:18])([CH3:17])[CH3:16].O[C:27]1[CH:31]=[CH:30][O:29][N:28]=1.C1(P(C2C=CC=CC=2)C2C=CC=CC=2)C=CC=CC=1. Given the product [C:15]([O:19][C:20]([NH:22][CH2:23][CH2:24][O:25][C:27]1[CH:31]=[CH:30][O:29][N:28]=1)=[O:21])([CH3:18])([CH3:17])[CH3:16], predict the reactants needed to synthesize it. (7) Given the product [CH2:16]([O:2][C:1]1[CH:8]=[CH:7][CH:6]=[CH:5][C:3]=1[O:12][CH2:9][CH2:7][CH2:8][CH2:1][CH2:3][CH3:5])[CH2:17][CH2:18][CH2:19][CH2:20][CH3:21], predict the reactants needed to synthesize it. The reactants are: [C:1]1([C:3](=[CH:5][CH:6]=[CH:7][CH:8]=1)O)[OH:2].[C:9]([O-:12])([O-])=O.[K+].[K+].Br[CH2:16][CH2:17][CH2:18][CH2:19][CH2:20][CH3:21].O. (8) Given the product [CH3:1][O:2][C:3]1[CH:8]=[C:7]([C@@H:9]2[CH2:10][CH2:11][CH2:12][CH2:13][C@H:14]2[N+:15]([O-:17])=[O:16])[CH:6]=[CH:5][C:4]=1[OH:18], predict the reactants needed to synthesize it. The reactants are: [CH3:1][O:2][C:3]1[CH:8]=[C:7]([C@H:9]2[C@H:14]([N+:15]([O-:17])=[O:16])[CH2:13][CH:12]=[CH:11][CH2:10]2)[CH:6]=[CH:5][C:4]=1[OH:18]. (9) Given the product [Cl:1][C:2]1[CH:7]=[C:6]([NH2:8])[CH:5]=[C:4]([Cl:11])[C:3]=1[O:12][C:13]1[CH:14]=[CH:15][C:16]([S:19]([CH3:22])(=[O:21])=[O:20])=[CH:17][CH:18]=1, predict the reactants needed to synthesize it. The reactants are: [Cl:1][C:2]1[CH:7]=[C:6]([N+:8]([O-])=O)[CH:5]=[C:4]([Cl:11])[C:3]=1[O:12][C:13]1[CH:18]=[CH:17][C:16]([S:19]([CH3:22])(=[O:21])=[O:20])=[CH:15][CH:14]=1.